From a dataset of Full USPTO retrosynthesis dataset with 1.9M reactions from patents (1976-2016). Predict the reactants needed to synthesize the given product. (1) Given the product [CH3:8][C:9]1[CH:15]=[CH:14][CH:13]=[C:12]([N+:16]([O-:18])=[O:17])[C:10]=1[S:20][CH3:19], predict the reactants needed to synthesize it. The reactants are: N(OC(C)(C)C)=O.[CH3:8][C:9]1[CH:15]=[CH:14][CH:13]=[C:12]([N+:16]([O-:18])=[O:17])[C:10]=1N.[CH3:19][S:20]SC. (2) Given the product [CH:1]1([N:7]([CH2:17][CH:18]2[CH2:20][CH2:19]2)[C:8]2[N:13]=[CH:12][N:11]=[C:10]([C:14]([NH:21][C:22]3[CH:29]=[CH:28][C:25]([CH2:26][OH:27])=[CH:24][CH:23]=3)=[O:16])[CH:9]=2)[CH2:2][CH2:3][CH2:4][CH2:5][CH2:6]1, predict the reactants needed to synthesize it. The reactants are: [CH:1]1([N:7]([CH2:17][CH:18]2[CH2:20][CH2:19]2)[C:8]2[N:13]=[CH:12][N:11]=[C:10]([C:14]([OH:16])=O)[CH:9]=2)[CH2:6][CH2:5][CH2:4][CH2:3][CH2:2]1.[NH2:21][C:22]1[CH:29]=[CH:28][C:25]([CH2:26][OH:27])=[CH:24][CH:23]=1.C(N(CC)CC)C.C(Cl)Cl. (3) Given the product [C:17]([O:20][C:21](=[O:22])[N:8]([CH:5]1[CH2:6][CH2:7][N:2]([CH3:1])[CH2:3][CH2:4]1)[CH2:9][CH2:10][N:11]1[CH2:15][CH2:14][CH2:13][CH2:12]1)([CH3:19])([CH3:18])[CH3:16], predict the reactants needed to synthesize it. The reactants are: [CH3:1][N:2]1[CH2:7][CH2:6][CH:5]([NH:8][CH2:9][CH2:10][N:11]2[CH2:15][CH2:14][CH2:13][CH2:12]2)[CH2:4][CH2:3]1.[CH3:16][C:17]([O:20][C:21](O[C:21]([O:20][C:17]([CH3:19])([CH3:18])[CH3:16])=[O:22])=[O:22])([CH3:19])[CH3:18]. (4) Given the product [CH3:32][O:31][CH2:30][C:10]1[CH:11]=[C:12]([O:15][CH2:16][CH2:17][C:18]2[N:19]=[C:20]([C:24]3[CH:29]=[CH:28][CH:27]=[CH:26][CH:25]=3)[O:21][C:22]=2[CH3:23])[CH:13]=[CH:14][C:9]=1[CH2:8][CH2:7][C:6]([OH:33])=[O:5], predict the reactants needed to synthesize it. The reactants are: C([O:5][C:6](=[O:33])[CH2:7][CH2:8][C:9]1[CH:14]=[CH:13][C:12]([O:15][CH2:16][CH2:17][C:18]2[N:19]=[C:20]([C:24]3[CH:29]=[CH:28][CH:27]=[CH:26][CH:25]=3)[O:21][C:22]=2[CH3:23])=[CH:11][C:10]=1[CH2:30][O:31][CH3:32])(C)(C)C.FC(F)(F)C(O)=O. (5) Given the product [CH3:1][O:2][C:3]1[C:12]([NH:13][C:14]([N:32]2[CH2:33][CH2:34][N:29]([C:24]3[CH:25]=[C:26]([CH3:28])[CH:27]=[C:22]([CH3:21])[CH:23]=3)[CH2:30][CH2:31]2)=[O:18])=[N:11][C:10]2[C:5](=[CH:6][CH:7]=[C:8]([O:19][CH3:20])[CH:9]=2)[N:4]=1, predict the reactants needed to synthesize it. The reactants are: [CH3:1][O:2][C:3]1[C:12]([NH:13][C:14](=[O:18])OCC)=[N:11][C:10]2[C:5](=[CH:6][CH:7]=[C:8]([O:19][CH3:20])[CH:9]=2)[N:4]=1.[CH3:21][C:22]1[CH:23]=[C:24]([N:29]2[CH2:34][CH2:33][NH:32][CH2:31][CH2:30]2)[CH:25]=[C:26]([CH3:28])[CH:27]=1. (6) Given the product [CH3:22][C:21]([CH3:24])([CH3:23])[C:20]([O:19][CH2:18][N:14]1[C:15](=[O:17])[C:16]2[NH:8][C:9]([N:28]3[CH2:33][CH2:32][N:31]([C:34]([O:36][C:37]([CH3:39])([CH3:38])[CH3:40])=[O:35])[CH2:30][CH2:29]3)=[N:10][C:11]=2[N:12]([CH3:27])[C:13]1=[O:26])=[O:25], predict the reactants needed to synthesize it. The reactants are: C([N:8]1[C:16]2[C:15](=[O:17])[N:14]([CH2:18][O:19][C:20](=[O:25])[C:21]([CH3:24])([CH3:23])[CH3:22])[C:13](=[O:26])[N:12]([CH3:27])[C:11]=2[N:10]=[C:9]1[N:28]1[CH2:33][CH2:32][N:31]([C:34]([O:36][C:37]([CH3:40])([CH3:39])[CH3:38])=[O:35])[CH2:30][CH2:29]1)C1C=CC=CC=1. (7) Given the product [CH2:10]([C:8]1=[CH:9][N:5]([C:1]([CH3:4])([CH3:3])[CH3:2])[S:6]/[C:7]/1=[N:14]\[C:24]([C:21]1([CH3:27])[CH2:22][CH2:23][CH:19]([C:17]([O:16][CH3:15])=[O:18])[C:20]1([CH3:29])[CH3:28])=[O:25])[CH2:11][CH2:12][CH3:13], predict the reactants needed to synthesize it. The reactants are: [C:1]([N:5]1[CH:9]=[C:8]([CH2:10][CH2:11][CH2:12][CH3:13])[C:7](=[NH:14])[S:6]1)([CH3:4])([CH3:3])[CH3:2].[CH3:15][O:16][C:17]([CH:19]1[CH2:23][CH2:22][C:21]([CH3:27])([C:24](O)=[O:25])[C:20]1([CH3:29])[CH3:28])=[O:18]. (8) Given the product [CH3:30][N:31]([O:32][CH3:33])[C:15]([C:3]1[S:4][C:5]2[CH:10]=[CH:9][C:8]([C:11]([F:14])([F:13])[F:12])=[CH:7][C:6]=2[C:2]=1[CH3:1])=[O:17], predict the reactants needed to synthesize it. The reactants are: [CH3:1][C:2]1[C:6]2[CH:7]=[C:8]([C:11]([F:14])([F:13])[F:12])[CH:9]=[CH:10][C:5]=2[S:4][C:3]=1[C:15]([OH:17])=O.C(N1C=CN=C1)(N1C=CN=C1)=O.[CH3:30][NH:31][O:32][CH3:33].